This data is from Catalyst prediction with 721,799 reactions and 888 catalyst types from USPTO. The task is: Predict which catalyst facilitates the given reaction. Reactant: [Br:1][C:2]1[CH:3]=[C:4]([CH:6]=[C:7]([CH3:9])[CH:8]=1)[NH2:5].[N:10]#[C:11][NH2:12].[N+:13]([O-:16])([OH:15])=[O:14]. Product: [N+:13]([O-:16])([OH:15])=[O:14].[Br:1][C:2]1[CH:3]=[C:4]([NH:5][C:11]([NH2:12])=[NH:10])[CH:6]=[C:7]([CH3:9])[CH:8]=1. The catalyst class is: 14.